From a dataset of Forward reaction prediction with 1.9M reactions from USPTO patents (1976-2016). Predict the product of the given reaction. Given the reactants Cl.[CH3:2][O:3][C:4]1[CH:9]=[CH:8][C:7]([NH:10][NH2:11])=[CH:6][CH:5]=1.C(N(CC)CC)C.[Cl:19][C:20]1[CH:25]=[CH:24][C:23]([C:26](=O)[C:27]#[C:28][C:29]2([OH:39])[CH2:38][CH2:37][C:32]3([O:36][CH2:35][CH2:34][O:33]3)[CH2:31][CH2:30]2)=[CH:22][CH:21]=1, predict the reaction product. The product is: [Cl:19][C:20]1[CH:25]=[CH:24][C:23]([C:26]2[N:10]([C:7]3[CH:8]=[CH:9][C:4]([O:3][CH3:2])=[CH:5][CH:6]=3)[N:11]=[C:28]([C:29]3([OH:39])[CH2:30][CH2:31][C:32]4([O:33][CH2:34][CH2:35][O:36]4)[CH2:37][CH2:38]3)[CH:27]=2)=[CH:22][CH:21]=1.